This data is from Full USPTO retrosynthesis dataset with 1.9M reactions from patents (1976-2016). The task is: Predict the reactants needed to synthesize the given product. (1) Given the product [C:6]([O-:19])(=[O:18])[CH2:7][CH2:8][CH2:9][CH2:10][CH2:11][CH2:12][CH2:13][CH2:14][CH2:15][CH2:16][CH3:17].[Na+:5], predict the reactants needed to synthesize it. The reactants are: C(O)C.[OH-].[Na+:5].[C:6]([OH:19])(=[O:18])[CH2:7][CH2:8][CH2:9][CH2:10][CH2:11][CH2:12][CH2:13][CH2:14][CH2:15][CH2:16][CH3:17]. (2) The reactants are: [C:1]([C:3]1[CH:10]=[CH:9][C:6]([CH2:7][OH:8])=[CH:5][CH:4]=1)#[N:2].[N:11]([C:14]1[CH:23]=[CH:22][CH:21]=[C:20]2[C:15]=1[CH:16]=[CH:17][N:18]=[CH:19]2)=[C:12]=[O:13]. Given the product [CH:19]1[C:20]2[C:15](=[C:14]([NH:11][C:12](=[O:13])[O:8][CH2:7][C:6]3[CH:9]=[CH:10][C:3]([C:1]#[N:2])=[CH:4][CH:5]=3)[CH:23]=[CH:22][CH:21]=2)[CH:16]=[CH:17][N:18]=1, predict the reactants needed to synthesize it. (3) Given the product [CH3:1][C:2]1[C:6]([CH:7]([OH:22])[C:8]2[O:9][C:10]3[C:16]([F:17])=[CH:15][C:14]([CH2:18][C:19]([NH:33][C@H:32]([C:26]4[CH:27]=[CH:28][C:29]([CH3:31])=[CH:30][C:25]=4[CH3:24])[C:34]4[CH:35]=[CH:36][CH:37]=[CH:38][CH:39]=4)=[O:20])=[CH:13][C:11]=3[CH:12]=2)=[C:5]([CH3:23])[O:4][N:3]=1, predict the reactants needed to synthesize it. The reactants are: [CH3:1][C:2]1[C:6]([CH:7]([OH:22])[C:8]2[O:9][C:10]3[C:16]([F:17])=[CH:15][C:14]([CH2:18][C:19](O)=[O:20])=[CH:13][C:11]=3[CH:12]=2)=[C:5]([CH3:23])[O:4][N:3]=1.[CH3:24][C:25]1[CH:30]=[C:29]([CH3:31])[CH:28]=[CH:27][C:26]=1[C@H:32]([C:34]1[CH:39]=[CH:38][CH:37]=[CH:36][CH:35]=1)[NH2:33].C(OCC#N)(C)C. (4) Given the product [O:27]([CH2:34][C:35]([N:21]1[CH2:20][CH2:19][C:16]2([C:15](=[O:24])[N:14]([C:11]3[CH:12]=[CH:13][C:8]([O:7][C:6]([F:5])([F:25])[F:26])=[CH:9][CH:10]=3)[CH2:18][CH2:17]2)[CH2:23][CH2:22]1)=[O:36])[C:28]1[CH:33]=[CH:32][CH:31]=[CH:30][CH:29]=1, predict the reactants needed to synthesize it. The reactants are: C(O)(=O)C.[F:5][C:6]([F:26])([F:25])[O:7][C:8]1[CH:13]=[CH:12][C:11]([N:14]2[CH2:18][CH2:17][C:16]3([CH2:23][CH2:22][NH:21][CH2:20][CH2:19]3)[C:15]2=[O:24])=[CH:10][CH:9]=1.[O:27]([CH2:34][C:35](Cl)=[O:36])[C:28]1[CH:33]=[CH:32][CH:31]=[CH:30][CH:29]=1. (5) Given the product [F:1][C:2]1[C:3]([F:14])=[CH:4][C:5]2[S:9][C:8]([NH:15][C@@H:16]3[CH2:20][CH2:19][N:18]([C:21]([C:23]4[CH:28]=[C:27]([CH3:29])[CH:26]=[CH:25][C:24]=4[C:30]([F:33])([F:31])[F:32])=[O:22])[CH2:17]3)=[N:7][C:6]=2[CH:13]=1, predict the reactants needed to synthesize it. The reactants are: [F:1][C:2]1[C:3]([F:14])=[CH:4][C:5]2[S:9][C:8](S(C)=O)=[N:7][C:6]=2[CH:13]=1.[NH2:15][C@@H:16]1[CH2:20][CH2:19][N:18]([C:21]([C:23]2[CH:28]=[C:27]([CH3:29])[CH:26]=[CH:25][C:24]=2[C:30]([F:33])([F:32])[F:31])=[O:22])[CH2:17]1.C([O-])(O)=O.[Na+]. (6) Given the product [NH2:1][C:2]1[C:3]([C:4](=[O:5])[NH:35][CH2:34][C:32]2[CH:33]=[C:28]([Cl:27])[CH:29]=[CH:30][C:31]=2[S:36]([CH2:39][CH3:40])(=[O:38])=[O:37])=[CH:7][C:8]([Cl:25])=[C:9]([CH2:11][N:12]2[CH2:13][CH2:14][N:15]([C:18]([O:20][C:21]([CH3:24])([CH3:23])[CH3:22])=[O:19])[CH2:16][CH2:17]2)[CH:10]=1, predict the reactants needed to synthesize it. The reactants are: [NH2:1][C:2]1[CH:10]=[C:9]([CH2:11][N:12]2[CH2:17][CH2:16][N:15]([C:18]([O:20][C:21]([CH3:24])([CH3:23])[CH3:22])=[O:19])[CH2:14][CH2:13]2)[C:8]([Cl:25])=[CH:7][C:3]=1[C:4](O)=[O:5].Cl.[Cl:27][C:28]1[CH:29]=[CH:30][C:31]([S:36]([CH2:39][CH3:40])(=[O:38])=[O:37])=[C:32]([CH2:34][NH2:35])[CH:33]=1.NC1C=CC(C(F)(F)F)=CC=1C(NCC1C=C(Br)C=CC=1S(CC)(=O)=O)=O.CN(C(ON1N=NC2C=CC=CC1=2)=[N+](C)C)C.F[P-](F)(F)(F)(F)F. (7) Given the product [CH2:20]([S:12][C:8]1[C:7]([C:13]#[N:14])=[CH:6][C:5]2[C:4](=[O:15])[CH2:3][C:2]([CH3:16])([CH3:1])[CH2:11][C:10]=2[N:9]=1)[CH2:21][CH2:22][CH3:23], predict the reactants needed to synthesize it. The reactants are: [CH3:1][C:2]1([CH3:16])[CH2:11][C:10]2[NH:9][C:8](=[S:12])[C:7]([C:13]#[N:14])=[CH:6][C:5]=2[C:4](=[O:15])[CH2:3]1.[OH-].[K+].Br[CH2:20][CH2:21][CH2:22][CH3:23].O. (8) Given the product [C:1]([O:5][C:6]([N:8]1[CH2:12][CH2:11][C@H:10]([O:13][Si:14]([C:17]([CH3:20])([CH3:19])[CH3:18])([CH3:16])[CH3:15])[C@H:9]1[C@@H:21]([NH2:23])[CH3:22])=[O:7])([CH3:4])([CH3:3])[CH3:2], predict the reactants needed to synthesize it. The reactants are: [C:1]([O:5][C:6]([N:8]1[CH2:12][CH2:11][C@H:10]([O:13][Si:14]([C:17]([CH3:20])([CH3:19])[CH3:18])([CH3:16])[CH3:15])[C@H:9]1[C:21](=[N:23]O)[CH3:22])=[O:7])([CH3:4])([CH3:3])[CH3:2].N. (9) Given the product [NH2:1][C:4]1[CH:14]=[CH:13][C:7]2[NH:8][S:9](=[O:12])(=[O:11])[O:10][C:6]=2[CH:5]=1, predict the reactants needed to synthesize it. The reactants are: [N+:1]([C:4]1[CH:14]=[CH:13][C:7]2[NH:8][S:9](=[O:12])(=[O:11])[O:10][C:6]=2[CH:5]=1)([O-])=O.